This data is from Merck oncology drug combination screen with 23,052 pairs across 39 cell lines. The task is: Regression. Given two drug SMILES strings and cell line genomic features, predict the synergy score measuring deviation from expected non-interaction effect. (1) Drug 1: CS(=O)(=O)CCNCc1ccc(-c2ccc3ncnc(Nc4ccc(OCc5cccc(F)c5)c(Cl)c4)c3c2)o1. Drug 2: COC1=C2CC(C)CC(OC)C(O)C(C)C=C(C)C(OC(N)=O)C(OC)C=CC=C(C)C(=O)NC(=CC1=O)C2=O. Cell line: A2058. Synergy scores: synergy=12.5. (2) Drug 1: O=S1(=O)NC2(CN1CC(F)(F)F)C1CCC2Cc2cc(C=CCN3CCC(C(F)(F)F)CC3)ccc2C1. Drug 2: N.N.O=C(O)C1(C(=O)O)CCC1.[Pt]. Cell line: SW620. Synergy scores: synergy=0.881. (3) Drug 1: CC(=O)OC1C(=O)C2(C)C(O)CC3OCC3(OC(C)=O)C2C(OC(=O)c2ccccc2)C2(O)CC(OC(=O)C(O)C(NC(=O)c3ccccc3)c3ccccc3)C(C)=C1C2(C)C. Drug 2: NC1(c2ccc(-c3nc4ccn5c(=O)[nH]nc5c4cc3-c3ccccc3)cc2)CCC1. Cell line: MDAMB436. Synergy scores: synergy=17.2. (4) Drug 1: O=C(CCCCCCC(=O)Nc1ccccc1)NO. Drug 2: COC1CC2CCC(C)C(O)(O2)C(=O)C(=O)N2CCCCC2C(=O)OC(C(C)CC2CCC(OP(C)(C)=O)C(OC)C2)CC(=O)C(C)C=C(C)C(O)C(OC)C(=O)C(C)CC(C)C=CC=CC=C1C. Cell line: LNCAP. Synergy scores: synergy=25.5. (5) Drug 1: CN(C)C(=N)N=C(N)N. Drug 2: Cn1cc(-c2cnn3c(N)c(Br)c(C4CCCNC4)nc23)cn1. Cell line: A427. Synergy scores: synergy=-9.76. (6) Drug 1: Cc1nc(Nc2ncc(C(=O)Nc3c(C)cccc3Cl)s2)cc(N2CCN(CCO)CC2)n1. Drug 2: CCC1(O)C(=O)OCc2c1cc1n(c2=O)Cc2cc3c(CN(C)C)c(O)ccc3nc2-1. Cell line: OVCAR3. Synergy scores: synergy=58.2. (7) Drug 1: NC1(c2ccc(-c3nc4ccn5c(=O)[nH]nc5c4cc3-c3ccccc3)cc2)CCC1. Drug 2: CCc1cnn2c(NCc3ccc[n+]([O-])c3)cc(N3CCCCC3CCO)nc12. Cell line: COLO320DM. Synergy scores: synergy=7.13. (8) Drug 1: N#Cc1ccc(Cn2cncc2CN2CCN(c3cccc(Cl)c3)C(=O)C2)cc1. Drug 2: CNC(=O)c1cc(Oc2ccc(NC(=O)Nc3ccc(Cl)c(C(F)(F)F)c3)cc2)ccn1. Cell line: NCIH2122. Synergy scores: synergy=1.46. (9) Drug 1: CS(=O)(=O)CCNCc1ccc(-c2ccc3ncnc(Nc4ccc(OCc5cccc(F)c5)c(Cl)c4)c3c2)o1. Drug 2: CNC(=O)c1cc(Oc2ccc(NC(=O)Nc3ccc(Cl)c(C(F)(F)F)c3)cc2)ccn1. Cell line: SW837. Synergy scores: synergy=17.1.